This data is from Full USPTO retrosynthesis dataset with 1.9M reactions from patents (1976-2016). The task is: Predict the reactants needed to synthesize the given product. (1) Given the product [C:1]([NH:5][C:6]([C:8]1[C:12]2=[N:13][C:14]([C:17]3[C:25]4[C:20](=[CH:21][CH:22]=[C:23]([O:26][CH:27]([F:28])[F:29])[CH:24]=4)[N:19]([CH2:30][CH2:31][CH:32]([OH:34])[CH3:33])[N:18]=3)=[CH:15][N:16]=[C:11]2[NH:10][CH:9]=1)=[O:7])([CH3:4])([CH3:3])[CH3:2], predict the reactants needed to synthesize it. The reactants are: [C:1]([NH:5][C:6]([C:8]1[C:12]2=[N:13][C:14]([C:17]3[C:25]4[C:20](=[CH:21][CH:22]=[C:23]([O:26][CH:27]([F:29])[F:28])[CH:24]=4)[N:19]([CH2:30][CH2:31][CH:32]([OH:34])[CH3:33])[N:18]=3)=[CH:15][N:16]=[C:11]2[N:10](C(C2C=CC=CC=2)(C2C=CC=CC=2)C2C=CC=CC=2)[CH:9]=1)=[O:7])([CH3:4])([CH3:3])[CH3:2].FC(F)(F)C(O)=O. (2) The reactants are: S(C1C=CC(C)=CC=1)([O-])(=O)=O.[CH2:12]([O:17][C:18](=[O:24])[C@@H:19]([NH2:23])[CH:20]([CH3:22])[CH3:21])[C:13]([CH3:16])([CH3:15])[CH3:14].[P:25](Cl)(Cl)(=[O:37])[O:26][C:27]1[CH:28]=[C:29]2[C:34](=[CH:35][CH:36]=1)[N:33]=[CH:32][CH:31]=[CH:30]2.C(Cl)[Cl:41]. Given the product [Cl:41][C:32]1[CH:31]=[CH:30][C:29]2[C:34](=[CH:35][CH:36]=[C:27]([O:26][P:25](=[N:23][C@@H:19]([CH:20]([CH3:21])[CH3:22])[C:18]([O:17][CH2:12][C:13]([CH3:15])([CH3:16])[CH3:14])=[O:24])=[O:37])[CH:28]=2)[N:33]=1, predict the reactants needed to synthesize it.